From a dataset of TCR-epitope binding with 47,182 pairs between 192 epitopes and 23,139 TCRs. Binary Classification. Given a T-cell receptor sequence (or CDR3 region) and an epitope sequence, predict whether binding occurs between them. (1) The epitope is KLPDDFTGCV. The TCR CDR3 sequence is CASNMGPYEQYF. Result: 0 (the TCR does not bind to the epitope). (2) The epitope is KAFSPEVIPMF. The TCR CDR3 sequence is CASSLLGTVGNQPQHF. Result: 1 (the TCR binds to the epitope).